From a dataset of Reaction yield outcomes from USPTO patents with 853,638 reactions. Predict the reaction yield, written as a fraction of the theoretical maximum amount of product (1.0 means a 100% yield; for example, 0.34 means a 34% yield). The reactants are [Cl:1][C:2]1[CH:8]=[CH:7][C:5]([NH2:6])=[C:4]([F:9])[CH:3]=1.C(=O)=O.CC(C)=O.C([Li])CCC.Cl[Si](C)(C)CC[Si](Cl)(C)C.[CH2:32]([O:34][C:35](Cl)=[O:36])[CH3:33]. The catalyst is O1CCCC1. The product is [CH2:32]([O:34][C:35](=[O:36])[C:3]1[C:2]([Cl:1])=[CH:8][CH:7]=[C:5]([NH2:6])[C:4]=1[F:9])[CH3:33]. The yield is 0.720.